This data is from Peptide-MHC class II binding affinity with 134,281 pairs from IEDB. The task is: Regression. Given a peptide amino acid sequence and an MHC pseudo amino acid sequence, predict their binding affinity value. This is MHC class II binding data. (1) The peptide sequence is RRHGVRIRVRSGGHD. The MHC is HLA-DQA10101-DQB10501 with pseudo-sequence HLA-DQA10101-DQB10501. The binding affinity (normalized) is 0. (2) The peptide sequence is QDHQEEICEVVLAKS. The MHC is DRB5_0101 with pseudo-sequence DRB5_0101. The binding affinity (normalized) is 0.333. (3) The peptide sequence is YLVSNQSVRNRQEGL. The MHC is DRB1_1201 with pseudo-sequence DRB1_1201. The binding affinity (normalized) is 0.406. (4) The peptide sequence is ANGKTLGEVWKRELN. The MHC is DRB1_1101 with pseudo-sequence DRB1_1101. The binding affinity (normalized) is 0.427. (5) The peptide sequence is IIGVLHQNFKDTSMQ. The MHC is HLA-DQA10201-DQB10301 with pseudo-sequence HLA-DQA10201-DQB10301. The binding affinity (normalized) is 0.423. (6) The peptide sequence is GKGSIVACAKFTCAK. The MHC is DRB1_0404 with pseudo-sequence DRB1_0404. The binding affinity (normalized) is 0.204. (7) The peptide sequence is VEKVIHKGVERPMFK. The MHC is DRB1_0101 with pseudo-sequence DRB1_0101. The binding affinity (normalized) is 0.451.